This data is from Forward reaction prediction with 1.9M reactions from USPTO patents (1976-2016). The task is: Predict the product of the given reaction. (1) Given the reactants [F:1][C:2]([F:19])([F:18])[O:3][C:4]1[CH:5]=[C:6]([N:10]2[CH2:16][CH2:15][C:14](=[O:17])[NH:13][CH2:12][CH2:11]2)[CH:7]=[CH:8][CH:9]=1.[CH3:20][O:21][C:22](=[O:29])[CH:23](Br)[CH2:24][CH2:25][CH2:26][Br:27], predict the reaction product. The product is: [CH3:20][O:21][C:22](=[O:29])[CH:23]([N:13]1[C:14](=[O:17])[CH2:15][CH2:16][N:10]([C:6]2[CH:7]=[CH:8][CH:9]=[C:4]([O:3][C:2]([F:1])([F:18])[F:19])[CH:5]=2)[CH2:11][CH2:12]1)[CH2:24][CH2:25][CH2:26][Br:27]. (2) Given the reactants C(OC([N:8]1[C:16]2[C:11](=[CH:12][CH:13]=[C:14]([S:17]([CH3:20])(=[O:19])=[O:18])[CH:15]=2)[CH:10]=[C:9]1[CH3:21])=O)(C)(C)C.C(O)(C(F)(F)F)=O, predict the reaction product. The product is: [CH3:20][S:17]([C:14]1[CH:15]=[C:16]2[C:11]([CH:10]=[C:9]([CH3:21])[NH:8]2)=[CH:12][CH:13]=1)(=[O:19])=[O:18].